This data is from Reaction yield outcomes from USPTO patents with 853,638 reactions. The task is: Predict the reaction yield, written as a fraction of the theoretical maximum amount of product (1.0 means a 100% yield; for example, 0.34 means a 34% yield). (1) The reactants are [C:1]([C:4]1[N:9]=[C:8]([C:10]2[CH:15]=[CH:14][C:13]([O:16][C:17]3[CH:22]=[CH:21][C:20]([F:23])=[CH:19][CH:18]=3)=[CH:12][CH:11]=2)[N:7]=[C:6]([NH:24][C@@H:25]([CH3:30])[C:26]([O:28]C)=[O:27])[CH:5]=1)(=[O:3])[NH2:2].O[Li].O. The catalyst is C1COCC1.O. The product is [C:1]([C:4]1[N:9]=[C:8]([C:10]2[CH:15]=[CH:14][C:13]([O:16][C:17]3[CH:22]=[CH:21][C:20]([F:23])=[CH:19][CH:18]=3)=[CH:12][CH:11]=2)[N:7]=[C:6]([NH:24][C@@H:25]([CH3:30])[C:26]([OH:28])=[O:27])[CH:5]=1)(=[O:3])[NH2:2]. The yield is 0.410. (2) The reactants are [Cl:1][C:2]1[N:3]=[C:4]2[CH:12]=[C:11]([Cl:13])[CH:10]=[N:9][C:5]2=[N:6][C:7]=1Cl.[N:14]1([C:20]([O:22][C:23]([CH3:26])([CH3:25])[CH3:24])=[O:21])[CH2:19][CH2:18][NH:17][CH2:16][CH2:15]1.[NH4+].[Cl-]. The catalyst is C(Cl)Cl. The product is [Cl:1][C:2]1[N:3]=[C:4]2[CH:12]=[C:11]([Cl:13])[CH:10]=[N:9][C:5]2=[N:6][C:7]=1[N:17]1[CH2:16][CH2:15][N:14]([C:20]([O:22][C:23]([CH3:26])([CH3:25])[CH3:24])=[O:21])[CH2:19][CH2:18]1. The yield is 0.680. (3) The reactants are [Br:1][C:2]1[CH:9]=[CH:8][C:5](C=C)=[CH:4][CH:3]=1.C[N+]1([O-])[CH2:16][CH2:15][O:14]CC1.CC(C)=[O:20].O. The catalyst is CCOC(C)=O.[Os](=O)(=O)(=O)=O. The product is [Br:1][C:2]1[CH:9]=[CH:8][C:5]([CH:15]([OH:14])[CH2:16][OH:20])=[CH:4][CH:3]=1. The yield is 0.280. (4) The reactants are [O:1]1[CH:5]=[CH:4][CH:3]=[C:2]1[C:6]1[N:11]=[C:10]([C:12]2[CH:17]=[CH:16][N:15]=[CH:14][CH:13]=2)[N:9]=[C:8](O)[CH:7]=1.[Cl:19]C1N=C(C2SC=CC=2)N=C(N)C=1. No catalyst specified. The product is [Cl:19][C:8]1[CH:7]=[C:6]([C:2]2[O:1][CH:5]=[CH:4][CH:3]=2)[N:11]=[C:10]([C:12]2[CH:17]=[CH:16][N:15]=[CH:14][CH:13]=2)[N:9]=1. The yield is 0.760.